Dataset: Reaction yield outcomes from USPTO patents with 853,638 reactions. Task: Predict the reaction yield, written as a fraction of the theoretical maximum amount of product (1.0 means a 100% yield; for example, 0.34 means a 34% yield). (1) The reactants are [F:1][C:2]([F:12])([F:11])[O:3][C:4]1[CH:9]=[CH:8][CH:7]=[CH:6][C:5]=1[OH:10].C(N(CC)C(C)C)(C)C.[CH3:22][O:23][CH2:24]Cl. The catalyst is ClCCl.CC(OC)(C)C. The product is [CH3:22][O:23][CH2:24][O:10][C:5]1[CH:6]=[CH:7][CH:8]=[CH:9][C:4]=1[O:3][C:2]([F:11])([F:12])[F:1]. The yield is 0.930. (2) The reactants are Br[C:2]1[CH:3]=[C:4]([NH:10][C:11]2[CH:16]=[CH:15][C:14]([N:17]3[CH2:22][CH2:21][N:20]([CH:23]4[CH2:26][O:25][CH2:24]4)[CH2:19][C:18]3([CH3:28])[CH3:27])=[CH:13][N:12]=2)[C:5](=[O:9])[N:6]([CH3:8])[CH:7]=1.[C:29]([O:32][CH2:33][C:34]1[C:35]([N:49]2[CH2:61][CH2:60][N:52]3[C:53]4[CH2:54][CH2:55][CH2:56][CH2:57][C:58]=4[CH:59]=[C:51]3[C:50]2=[O:62])=[N:36][CH:37]=[CH:38][C:39]=1B1OC(C)(C)C(C)(C)O1)(=[O:31])[CH3:30].[O-]P([O-])([O-])=O.[K+].[K+].[K+].C([O-])(=O)C.[Na+]. The catalyst is C1C=CC(P(C2C=CC=CC=2)[C-]2C=CC=C2)=CC=1.C1C=CC(P(C2C=CC=CC=2)[C-]2C=CC=C2)=CC=1.Cl[Pd]Cl.[Fe+2].O.C(#N)C. The product is [C:29]([O:32][CH2:33][C:34]1[C:35]([N:49]2[CH2:61][CH2:60][N:52]3[C:53]4[CH2:54][CH2:55][CH2:56][CH2:57][C:58]=4[CH:59]=[C:51]3[C:50]2=[O:62])=[N:36][CH:37]=[CH:38][C:39]=1[C:2]1[CH:3]=[C:4]([NH:10][C:11]2[CH:16]=[CH:15][C:14]([N:17]3[CH2:22][CH2:21][N:20]([CH:23]4[CH2:24][O:25][CH2:26]4)[CH2:19][C:18]3([CH3:27])[CH3:28])=[CH:13][N:12]=2)[C:5](=[O:9])[N:6]([CH3:8])[CH:7]=1)(=[O:31])[CH3:30]. The yield is 0.310.